This data is from Forward reaction prediction with 1.9M reactions from USPTO patents (1976-2016). The task is: Predict the product of the given reaction. (1) The product is: [Si:22]([O:1][CH:2]1[CH2:7][CH2:6][CH2:5][CH:4]([C:8]([O:10][CH2:11][CH3:12])=[O:9])[CH2:3]1)([C:18]([CH3:21])([CH3:20])[CH3:19])([CH3:24])[CH3:23]. Given the reactants [OH:1][CH:2]1[CH2:7][CH2:6][CH2:5][CH:4]([C:8]([O:10][CH2:11][CH3:12])=[O:9])[CH2:3]1.N1C=CN=C1.[C:18]([Si:22](Cl)([CH3:24])[CH3:23])([CH3:21])([CH3:20])[CH3:19], predict the reaction product. (2) The product is: [CH2:18]([CH:17]([CH2:28][CH2:29][CH2:30]/[CH:31]=[CH:32]\[CH2:33][CH2:34][CH2:35][CH2:36][CH3:37])[CH:6]([O:5][CH2:44][CH2:43][CH2:42][CH2:41][N:39]([CH3:40])[CH3:38])[CH2:7][CH2:8][CH2:9]/[CH:10]=[CH:11]\[CH2:12][CH2:13][CH2:14][CH2:15][CH3:16])[CH2:19][CH2:20]/[CH:21]=[CH:22]\[CH2:23][CH2:24][CH2:25][CH2:26][CH3:27]. Given the reactants CS([O:5][CH:6]([CH:17]([CH2:28][CH2:29][CH2:30]/[CH:31]=[CH:32]\[CH2:33][CH2:34][CH2:35][CH2:36][CH3:37])[CH2:18][CH2:19][CH2:20]/[CH:21]=[CH:22]\[CH2:23][CH2:24][CH2:25][CH2:26][CH3:27])[CH2:7][CH2:8][CH2:9]/[CH:10]=[CH:11]\[CH2:12][CH2:13][CH2:14][CH2:15][CH3:16])(=O)=O.[CH3:38][N:39]([CH:41](O)[CH2:42][CH2:43][CH3:44])[CH3:40].[H-].[Na+].O, predict the reaction product. (3) Given the reactants [N+:1]([C:4]1[CH:8]=[CH:7][N:6]([CH2:9][CH:10]([CH3:12])[CH3:11])[N:5]=1)([O-])=O.CO.[H][H], predict the reaction product. The product is: [CH2:9]([N:6]1[CH:7]=[CH:8][C:4]([NH2:1])=[N:5]1)[CH:10]([CH3:12])[CH3:11]. (4) Given the reactants [NH2:1][C:2]1[C:7]([N+:8]([O-])=O)=[C:6]([N:11]2[CH2:16][CH2:15][N:14]([CH2:17][C:18]([NH:20][C:21]3[S:22][CH:23]=[CH:24][N:25]=3)=[O:19])[CH2:13][CH2:12]2)[C:5]([Cl:26])=[CH:4][N:3]=1.CCO.[N:30]1([CH2:36][C:37]2[CH:44]=[CH:43][C:40]([CH:41]=O)=[CH:39][CH:38]=2)[CH2:35][CH2:34][O:33][CH2:32][CH2:31]1.[O-]S(S([O-])=O)=O.[Na+].[Na+], predict the reaction product. The product is: [Cl:26][C:5]1[C:6]([N:11]2[CH2:16][CH2:15][N:14]([CH2:17][C:18]([NH:20][C:21]3[S:22][CH:23]=[CH:24][N:25]=3)=[O:19])[CH2:13][CH2:12]2)=[C:7]2[N:8]=[C:41]([C:40]3[CH:39]=[CH:38][C:37]([CH2:36][N:30]4[CH2:35][CH2:34][O:33][CH2:32][CH2:31]4)=[CH:44][CH:43]=3)[NH:1][C:2]2=[N:3][CH:4]=1. (5) Given the reactants [C:1]([O:5][C:6](=[O:40])[NH:7][C@H:8]1[C@@H:13]([OH:14])[CH2:12][C@H:11]([CH2:15][O:16][CH2:17][C:18]2[CH:23]=[CH:22][CH:21]=[CH:20][CH:19]=2)[C@@H:10]([O:24][CH2:25][C:26]2[CH:31]=[CH:30][CH:29]=[CH:28][CH:27]=2)[C@@H:9]1[O:32][CH2:33][C:34]1[CH:39]=[CH:38][CH:37]=[CH:36][CH:35]=1)([CH3:4])([CH3:3])[CH3:2].C1(P(C2C=CC=CC=2)C2C=CC=CC=2)C=CC=CC=1.[N+:60]([C:63]1[CH:71]=[CH:70][C:66]([C:67](O)=[O:68])=[CH:65][CH:64]=1)([O-:62])=[O:61].CC(OC(/N=N/C(OC(C)C)=O)=O)C, predict the reaction product. The product is: [N+:60]([C:63]1[CH:64]=[CH:65][C:66]([C:67]([O:14][C@@H:13]2[CH2:12][C@H:11]([CH2:15][O:16][CH2:17][C:18]3[CH:23]=[CH:22][CH:21]=[CH:20][CH:19]=3)[C@@H:10]([O:24][CH2:25][C:26]3[CH:31]=[CH:30][CH:29]=[CH:28][CH:27]=3)[C@H:9]([O:32][CH2:33][C:34]3[CH:35]=[CH:36][CH:37]=[CH:38][CH:39]=3)[C@H:8]2[NH:7][C:6]([O:5][C:1]([CH3:4])([CH3:2])[CH3:3])=[O:40])=[O:68])=[CH:70][CH:71]=1)([O-:62])=[O:61]. (6) Given the reactants FC(F)(F)S(O[C:7]1[CH:12]=[CH:11][C:10]([N:13]2[CH:18]=[C:17]([O:19][CH3:20])[C:16](=[O:21])[C:15]([C:22]3[N:26]([C:27]4[CH:32]=[CH:31][CH:30]=[CH:29][CH:28]=4)[N:25]=[CH:24][CH:23]=3)=[N:14]2)=[C:9]([F:33])[CH:8]=1)(=O)=O.C(P(C(C)(C)C)[C:41]1C=[CH:45][CH:44]=[CH:43][C:42]=1[C:43]1[CH:44]=[CH:45]C=[CH:41][CH:42]=1)(C)(C)C.C[N:58](C=O)C, predict the reaction product. The product is: [F:33][C:9]1[CH:8]=[C:7]([C:45]2[CH:44]=[CH:43][CH:42]=[CH:41][N:58]=2)[CH:12]=[CH:11][C:10]=1[N:13]1[CH:18]=[C:17]([O:19][CH3:20])[C:16](=[O:21])[C:15]([C:22]2[N:26]([C:27]3[CH:32]=[CH:31][CH:30]=[CH:29][CH:28]=3)[N:25]=[CH:24][CH:23]=2)=[N:14]1.